Regression. Given two drug SMILES strings and cell line genomic features, predict the synergy score measuring deviation from expected non-interaction effect. From a dataset of NCI-60 drug combinations with 297,098 pairs across 59 cell lines. (1) Drug 1: CN1C2=C(C=C(C=C2)N(CCCl)CCCl)N=C1CCCC(=O)O.Cl. Drug 2: C1=NC2=C(N=C(N=C2N1C3C(C(C(O3)CO)O)F)Cl)N. Cell line: M14. Synergy scores: CSS=15.8, Synergy_ZIP=-11.1, Synergy_Bliss=-12.7, Synergy_Loewe=-9.37, Synergy_HSA=-9.07. (2) Drug 1: CS(=O)(=O)C1=CC(=C(C=C1)C(=O)NC2=CC(=C(C=C2)Cl)C3=CC=CC=N3)Cl. Drug 2: CC1=C(C(=CC=C1)Cl)NC(=O)C2=CN=C(S2)NC3=CC(=NC(=N3)C)N4CCN(CC4)CCO. Cell line: HOP-92. Synergy scores: CSS=32.0, Synergy_ZIP=8.13, Synergy_Bliss=13.3, Synergy_Loewe=9.03, Synergy_HSA=14.1. (3) Drug 1: CC1=C(C=C(C=C1)C(=O)NC2=CC(=CC(=C2)C(F)(F)F)N3C=C(N=C3)C)NC4=NC=CC(=N4)C5=CN=CC=C5. Drug 2: COC1=C2C(=CC3=C1OC=C3)C=CC(=O)O2. Cell line: A549. Synergy scores: CSS=-0.0755, Synergy_ZIP=1.29, Synergy_Bliss=2.41, Synergy_Loewe=2.10, Synergy_HSA=-1.22. (4) Drug 1: CC(C)(C#N)C1=CC(=CC(=C1)CN2C=NC=N2)C(C)(C)C#N. Drug 2: CCCCCOC(=O)NC1=NC(=O)N(C=C1F)C2C(C(C(O2)C)O)O. Cell line: NCI-H460. Synergy scores: CSS=0.448, Synergy_ZIP=-0.742, Synergy_Bliss=-1.32, Synergy_Loewe=-1.60, Synergy_HSA=-1.07. (5) Drug 1: C1CC2CC3=C(CC1C24CN(S(=O)(=O)N4)CC(F)(F)F)C=CC(=C3)C=CCN5CCC(CC5)C(F)(F)F. Drug 2: C1CC(C1)(C(=O)O)C(=O)O.[NH2-].[NH2-].[Pt+2]. Cell line: OVCAR3. Synergy scores: CSS=23.7, Synergy_ZIP=-9.01, Synergy_Bliss=-4.36, Synergy_Loewe=-1.34, Synergy_HSA=0.457. (6) Drug 1: CC12CCC(CC1=CCC3C2CCC4(C3CC=C4C5=CN=CC=C5)C)O. Drug 2: C1CCC(CC1)NC(=O)N(CCCl)N=O. Cell line: SN12C. Synergy scores: CSS=28.0, Synergy_ZIP=-2.42, Synergy_Bliss=5.83, Synergy_Loewe=5.68, Synergy_HSA=5.67. (7) Drug 1: CC1C(C(CC(O1)OC2CC(CC3=C2C(=C4C(=C3O)C(=O)C5=C(C4=O)C(=CC=C5)OC)O)(C(=O)C)O)N)O.Cl. Drug 2: C1=NC2=C(N=C(N=C2N1C3C(C(C(O3)CO)O)O)F)N. Cell line: DU-145. Synergy scores: CSS=2.99, Synergy_ZIP=-5.60, Synergy_Bliss=-4.23, Synergy_Loewe=-13.0, Synergy_HSA=-4.74.